This data is from Full USPTO retrosynthesis dataset with 1.9M reactions from patents (1976-2016). The task is: Predict the reactants needed to synthesize the given product. (1) Given the product [Cl:2][C:3]1[CH:8]=[CH:7][C:6]([CH2:9][CH:10]2[CH2:15][CH2:14][N:13]([CH2:21][CH2:22][O:23][C:24]3[CH:33]=[CH:32][CH:31]=[C:30]4[C:25]=3[CH:26]=[CH:27][C:28]([CH3:34])=[N:29]4)[CH2:12][CH2:11]2)=[CH:5][C:4]=1[S:16]([NH2:19])(=[O:17])=[O:18], predict the reactants needed to synthesize it. The reactants are: Cl.[Cl:2][C:3]1[CH:8]=[CH:7][C:6]([CH2:9][CH:10]2[CH2:15][CH2:14][NH:13][CH2:12][CH2:11]2)=[CH:5][C:4]=1[S:16]([NH2:19])(=[O:18])=[O:17].Br[CH2:21][CH2:22][O:23][C:24]1[CH:33]=[CH:32][CH:31]=[C:30]2[C:25]=1[CH:26]=[CH:27][C:28]([CH3:34])=[N:29]2. (2) Given the product [CH3:28][O:27][C:25]([N:14]1[CH2:15][CH2:16][C:10]2([CH2:11][N:8]([C:6]([O:5][C:1]([CH3:4])([CH3:2])[CH3:3])=[O:7])[CH2:9]2)[CH2:12][CH2:13]1)=[O:26], predict the reactants needed to synthesize it. The reactants are: [C:1]([O:5][C:6]([N:8]1[CH2:11][C:10]2([CH2:16][CH2:15][NH:14][CH2:13][CH2:12]2)[CH2:9]1)=[O:7])([CH3:4])([CH3:3])[CH3:2].C(N(CC)CC)C.Cl[C:25]([O:27][CH3:28])=[O:26]. (3) Given the product [NH2:8][C:7]1[C:2]([C:11]#[C:10][C:12]2[CH:17]=[CH:16][N:15]=[C:14]([NH:18][C:19](=[O:21])[CH3:20])[CH:13]=2)=[N:3][CH:4]=[C:5]([Br:9])[CH:6]=1, predict the reactants needed to synthesize it. The reactants are: Br[C:2]1[C:7]([NH2:8])=[CH:6][C:5]([Br:9])=[CH:4][N:3]=1.[C:10]([C:12]1[CH:17]=[CH:16][N:15]=[C:14]([NH:18][C:19](=[O:21])[CH3:20])[CH:13]=1)#[CH:11].CCN(CC)CC. (4) Given the product [S:3]1[CH:4]=[CH:5][CH:6]=[C:2]1[C:13]([OH:18])([CH2:14][CH2:15][CH2:16][CH3:17])[CH3:12], predict the reactants needed to synthesize it. The reactants are: Br[C:2]1[S:3][CH:4]=[CH:5][CH:6]=1.[Li]CCCC.[CH3:12][C:13](=[O:18])[CH2:14][CH2:15][CH2:16][CH3:17]. (5) Given the product [O:19]=[C:13]1[CH:12]([N:5]2[C:4](=[O:20])[C:3]3[C:7](=[CH:8][CH:9]=[CH:10][C:2]=3[NH:1][C:24](=[O:25])[C:23]3[CH:27]=[CH:28][CH:29]=[CH:30][C:22]=3[F:21])[C:6]2=[O:11])[CH2:17][CH2:16][C:15](=[O:18])[NH:14]1, predict the reactants needed to synthesize it. The reactants are: [NH2:1][C:2]1[CH:10]=[CH:9][CH:8]=[C:7]2[C:3]=1[C:4](=[O:20])[N:5]([CH:12]1[CH2:17][CH2:16][C:15](=[O:18])[NH:14][C:13]1=[O:19])[C:6]2=[O:11].[F:21][C:22]1[CH:30]=[CH:29][CH:28]=[CH:27][C:23]=1[C:24](Cl)=[O:25].CO. (6) The reactants are: [Cl-].[CH3:2][O:3]C[P+](C1C=CC=CC=1)(C1C=CC=CC=1)C1C=CC=CC=1.[H-].[Na+].[CH3:26][O:27][C:28]1[CH:37]=[CH:36][C:35]([O:38][CH3:39])=[C:34]2[C:29]=1[CH2:30][CH2:31][CH2:32][C:33]2=O.[Cl-].[NH4+]. Given the product [CH3:26][O:27][C:28]1[CH:37]=[CH:36][C:35]([O:38][CH3:39])=[C:34]2[C:29]=1[CH2:30][CH2:31][CH2:32][CH:33]2[CH:2]=[O:3], predict the reactants needed to synthesize it. (7) Given the product [CH:17]1([N:14]2[CH2:15][CH2:16][N:11]([C:9]([CH:1]3[C:3]4([CH2:8][CH2:7][N:6]([C:22]5[CH:27]=[CH:26][C:25]([CH3:28])=[CH:24][CH:23]=5)[CH2:5][CH2:4]4)[CH2:2]3)=[O:10])[CH2:12][CH2:13]2)[CH2:18][CH2:19][CH2:20]1, predict the reactants needed to synthesize it. The reactants are: [CH:1]1([C:9]([N:11]2[CH2:16][CH2:15][N:14]([CH:17]3[CH2:20][CH2:19][CH2:18]3)[CH2:13][CH2:12]2)=[O:10])[C:3]2([CH2:8][CH2:7][NH:6][CH2:5][CH2:4]2)[CH2:2]1.Br[C:22]1[CH:27]=[CH:26][C:25]([CH3:28])=[CH:24][CH:23]=1. (8) Given the product [Cl:20][C:2]1[N:7]2[N:8]=[CH:9][CH:10]=[C:6]2[N:5]=[C:4]([CH3:11])[C:3]=1[CH2:12][C:13]([O:15][CH2:16][CH3:17])=[O:14], predict the reactants needed to synthesize it. The reactants are: O[C:2]1[N:7]2[N:8]=[CH:9][CH:10]=[C:6]2[N:5]=[C:4]([CH3:11])[C:3]=1[CH2:12][C:13]([O:15][CH2:16][CH3:17])=[O:14].P(Cl)(Cl)([Cl:20])=O. (9) Given the product [NH2:20][C:19]1[CH:21]=[CH:22][C:16]([C:14]#[C:15][C:6]2[C:5]([C:4]3[CH:3]=[C:2]([Cl:1])[CH:11]=[CH:10][C:9]=3[OH:8])=[N:32][NH:33][CH:7]=2)=[CH:17][CH:18]=1, predict the reactants needed to synthesize it. The reactants are: [Cl:1][C:2]1[CH:3]=[C:4]2[C:9](=[CH:10][CH:11]=1)[O:8][CH:7]=[C:6](I)[C:5]2=O.[C:14]([C:16]1[CH:22]=[CH:21][C:19]([NH2:20])=[CH:18][CH:17]=1)#[CH:15].C(N(C(C)C)CC)(C)C.[NH2:32][NH2:33]. (10) Given the product [ClH:66].[C:1]([C:3]1[CH:4]=[C:5]([C:13]2[O:17][N:16]=[C:15]([C:18]3[C:19]([CH3:32])=[C:20]4[C:25](=[CH:26][CH:27]=3)[CH2:24][N:23]([CH2:28][C:29]([NH:67][CH:68]([CH2:71][OH:72])[CH2:69][OH:70])=[O:31])[CH2:22][CH2:21]4)[N:14]=2)[CH:6]=[CH:7][C:8]=1[O:9][CH:10]([CH3:11])[CH3:12])#[N:2], predict the reactants needed to synthesize it. The reactants are: [C:1]([C:3]1[CH:4]=[C:5]([C:13]2[O:17][N:16]=[C:15]([C:18]3[C:19]([CH3:32])=[C:20]4[C:25](=[CH:26][CH:27]=3)[CH2:24][N:23]([CH2:28][C:29]([OH:31])=O)[CH2:22][CH2:21]4)[N:14]=2)[CH:6]=[CH:7][C:8]=1[O:9][CH:10]([CH3:12])[CH3:11])#[N:2].CCN(C(C)C)C(C)C.CN(C(ON1N=NC2C=CC=NC1=2)=[N+](C)C)C.F[P-](F)(F)(F)(F)F.[ClH:66].[NH2:67][CH:68]([CH2:71][OH:72])[CH2:69][OH:70].Cl.